From a dataset of NCI-60 drug combinations with 297,098 pairs across 59 cell lines. Regression. Given two drug SMILES strings and cell line genomic features, predict the synergy score measuring deviation from expected non-interaction effect. (1) Drug 1: C1CCC(CC1)NC(=O)N(CCCl)N=O. Drug 2: C1CC(=O)NC(=O)C1N2C(=O)C3=CC=CC=C3C2=O. Cell line: NCI-H226. Synergy scores: CSS=16.4, Synergy_ZIP=6.49, Synergy_Bliss=8.48, Synergy_Loewe=1.37, Synergy_HSA=7.39. (2) Drug 1: CC12CCC(CC1=CCC3C2CCC4(C3CC=C4C5=CN=CC=C5)C)O. Drug 2: C1=NC2=C(N1)C(=S)N=C(N2)N. Cell line: NCI/ADR-RES. Synergy scores: CSS=41.9, Synergy_ZIP=0.809, Synergy_Bliss=1.53, Synergy_Loewe=-1.99, Synergy_HSA=4.21. (3) Drug 1: CN(CC1=CN=C2C(=N1)C(=NC(=N2)N)N)C3=CC=C(C=C3)C(=O)NC(CCC(=O)O)C(=O)O. Drug 2: C1CN(CCN1C(=O)CCBr)C(=O)CCBr. Cell line: SK-MEL-28. Synergy scores: CSS=28.1, Synergy_ZIP=-5.14, Synergy_Bliss=-2.74, Synergy_Loewe=-3.79, Synergy_HSA=-2.95. (4) Drug 1: C1=CC(=CC=C1C#N)C(C2=CC=C(C=C2)C#N)N3C=NC=N3. Drug 2: CC1=C(C=C(C=C1)C(=O)NC2=CC(=CC(=C2)C(F)(F)F)N3C=C(N=C3)C)NC4=NC=CC(=N4)C5=CN=CC=C5. Cell line: SF-539. Synergy scores: CSS=6.71, Synergy_ZIP=-1.47, Synergy_Bliss=-1.84, Synergy_Loewe=0.795, Synergy_HSA=-0.129.